From a dataset of Peptide-MHC class II binding affinity with 134,281 pairs from IEDB. Regression. Given a peptide amino acid sequence and an MHC pseudo amino acid sequence, predict their binding affinity value. This is MHC class II binding data. (1) The MHC is DRB1_1302 with pseudo-sequence DRB1_1302. The peptide sequence is DEAHFTDPASIAARG. The binding affinity (normalized) is 0.354. (2) The peptide sequence is EAMSQANSAILMQR. The MHC is DRB4_0101 with pseudo-sequence DRB4_0103. The binding affinity (normalized) is 0.554. (3) The peptide sequence is VGINTRNMTMSMSMI. The MHC is DRB4_0103 with pseudo-sequence DRB4_0103. The binding affinity (normalized) is 0.584. (4) The peptide sequence is DAFIAALTEALRVIA. The MHC is DRB1_0101 with pseudo-sequence DRB1_0101. The binding affinity (normalized) is 0.965. (5) The peptide sequence is HCLGKWLGHPDKF. The MHC is H-2-IAd with pseudo-sequence H-2-IAd. The binding affinity (normalized) is 0. (6) The binding affinity (normalized) is 0.695. The MHC is DRB1_1101 with pseudo-sequence DRB1_1101. The peptide sequence is KKVGQVTLLDLLKLTVA.